Dataset: Catalyst prediction with 721,799 reactions and 888 catalyst types from USPTO. Task: Predict which catalyst facilitates the given reaction. (1) Reactant: [NH:1]1[C:9]2[C:4](=[CH:5][CH:6]=[CH:7][CH:8]=2)[C:3]([CH2:10][CH2:11][C:12]([N:14]2[CH2:19][CH:18]3[CH:16]([C:17]3([C:21]3[CH:22]=[C:23]([NH:27][S:28]([CH3:31])(=[O:30])=[O:29])[CH:24]=[CH:25][CH:26]=3)[CH3:20])[CH2:15]2)=O)=[CH:2]1.[H-].[Al+3].[Li+].[H-].[H-].[H-].O.C(=O)([O-])O.[Na+]. Product: [NH:1]1[C:9]2[C:4](=[CH:5][CH:6]=[CH:7][CH:8]=2)[C:3]([CH2:10][CH2:11][CH2:12][N:14]2[CH2:15][CH:16]3[CH:18]([C:17]3([C:21]3[CH:22]=[C:23]([NH:27][S:28]([CH3:31])(=[O:29])=[O:30])[CH:24]=[CH:25][CH:26]=3)[CH3:20])[CH2:19]2)=[CH:2]1. The catalyst class is: 54. (2) Reactant: [Br:1][C:2]1[C:7]([CH3:8])=[CH:6][C:5]([OH:9])=[CH:4][C:3]=1[CH3:10].C(=O)([O-])[O-].[Cs+].[Cs+].[O:17]1[CH2:22][CH2:21][CH:20](OS(C)(=O)=O)[CH2:19][CH2:18]1. Product: [Br:1][C:2]1[C:7]([CH3:8])=[CH:6][C:5]([O:9][CH:20]2[CH2:21][CH2:22][O:17][CH2:18][CH2:19]2)=[CH:4][C:3]=1[CH3:10]. The catalyst class is: 37. (3) Reactant: [OH-:1].[Na+].[CH3:3][C:4]([NH:6][CH:7]1[C:11](=[O:12])[S:10][CH2:9][CH2:8]1)=[O:5]. Product: [C:4]([NH:6][C@H:7]([C:11]([OH:12])=[O:1])[CH2:8][CH2:9][SH:10])(=[O:5])[CH3:3]. The catalyst class is: 33. (4) The catalyst class is: 272. Reactant: [CH:1]12[CH2:7][CH:4]([CH:5]=[CH:6]1)[C:3](=[O:8])[NH:2]2.[Cl:9][CH2:10][C:11](Cl)=[O:12].O. Product: [Cl:9][CH2:10][C:11]([C:1]12[CH2:7][CH:4]([CH:5]=[CH:6]1)[C:3](=[O:8])[NH:2]2)=[O:12]. (5) Reactant: [N:1]1[CH:6]=[CH:5][CH:4]=[CH:3][C:2]=1[S:7][S:8][CH2:9][CH2:10][CH2:11][OH:12].Cl.C[N:15](C)[CH2:16][CH2:17]CN=C=N. Product: [N:1]1[CH:6]=[CH:5][CH:4]=[CH:3][C:2]=1[S:7][S:8][CH2:9][CH2:10][CH2:11][OH:12].[N:1]1[CH:6]=[CH:5][CH:4]=[CH:3][C:2]=1[S:7][S:8][C:9]1[CH:10]=[CH:11][CH:17]=[CH:16][N:15]=1. The catalyst class is: 112. (6) Reactant: C[O:2][C:3](=O)[CH:4]([NH:11][CH:12]([C:25]1[CH:30]=[C:29]([F:31])[CH:28]=[CH:27][C:26]=1[OH:32])[CH2:13][CH2:14][C:15]1[CH:20]=[CH:19][C:18]([O:21][CH3:22])=[C:17]([O:23][CH3:24])[CH:16]=1)[C:5]1[CH:10]=[CH:9][CH:8]=[CH:7][CH:6]=1.[OH-].[Na+].[CH3:36][N:37](C(ON1N=NC2C=CC=CC1=2)=[N+](C)C)[CH3:38].[B-](F)(F)(F)F.CNC. Product: [CH3:24][O:23][C:17]1[CH:16]=[C:15]([CH2:14][CH2:13][CH:12]([NH:11][CH:4]([C:5]2[CH:10]=[CH:9][CH:8]=[CH:7][CH:6]=2)[C:3]([N:37]([CH3:38])[CH3:36])=[O:2])[C:25]2[CH:30]=[C:29]([F:31])[CH:28]=[CH:27][C:26]=2[OH:32])[CH:20]=[CH:19][C:18]=1[O:21][CH3:22]. The catalyst class is: 8. (7) Reactant: [C:1]([C:5]1[CH:24]=[CH:23][C:8]([O:9][CH2:10][CH2:11][N:12]2C(=O)C3C(=CC=CC=3)C2=O)=[CH:7][CH:6]=1)([CH3:4])([CH3:3])[CH3:2].[OH-].[Na+]. Product: [C:1]([C:5]1[CH:24]=[CH:23][C:8]([O:9][CH2:10][CH2:11][NH2:12])=[CH:7][CH:6]=1)([CH3:4])([CH3:2])[CH3:3]. The catalyst class is: 5. (8) Reactant: [CH:1]([C:4]1[NH:8][N:7]=[C:6]([NH:9][C:10]2[C:11]3[CH2:26][CH2:25][CH2:24][C:12]=3[N:13]=[C:14]([N:16]3[CH2:20][CH2:19][CH2:18][CH:17]3[C:21](O)=[O:22])[N:15]=2)[CH:5]=1)([CH3:3])[CH3:2].[NH:27]1[CH2:32][CH2:31][CH2:30][CH2:29][CH2:28]1.CN(C(ON1N=NC2C=CC=NC1=2)=[N+](C)C)C.F[P-](F)(F)(F)(F)F.CCN(C(C)C)C(C)C. Product: [CH:1]([C:4]1[NH:8][N:7]=[C:6]([NH:9][C:10]2[C:11]3[CH2:26][CH2:25][CH2:24][C:12]=3[N:13]=[C:14]([N:16]3[CH2:20][CH2:19][CH2:18][C@@H:17]3[C:21]([N:27]3[CH2:32][CH2:31][CH2:30][CH2:29][CH2:28]3)=[O:22])[N:15]=2)[CH:5]=1)([CH3:2])[CH3:3]. The catalyst class is: 18. (9) Reactant: [C:1](=[O:12])(OC(Cl)(Cl)Cl)OC(Cl)(Cl)Cl.C(N(CC)CC)C.[NH2:20][C:21]1[CH:22]=[CH:23][C:24]([O:27][C:28]2[CH:35]=[CH:34][C:31]([C:32]#[N:33])=[C:30]([O:36][CH:37]([CH3:39])[CH3:38])[CH:29]=2)=[N:25][CH:26]=1.[Cl-].[CH3:41][C@@:42]([NH3+:49])([CH2:47][CH3:48])[C:43](OC)=[O:44].C[O-].[Na+]. Product: [CH2:47]([C@:42]1([CH3:41])[C:43](=[O:44])[N:20]([C:21]2[CH:22]=[CH:23][C:24]([O:27][C:28]3[CH:35]=[CH:34][C:31]([C:32]#[N:33])=[C:30]([O:36][CH:37]([CH3:39])[CH3:38])[CH:29]=3)=[N:25][CH:26]=2)[C:1](=[O:12])[NH:49]1)[CH3:48]. The catalyst class is: 61.